Dataset: Reaction yield outcomes from USPTO patents with 853,638 reactions. Task: Predict the reaction yield, written as a fraction of the theoretical maximum amount of product (1.0 means a 100% yield; for example, 0.34 means a 34% yield). (1) The catalyst is O1CCCC1. The yield is 0.640. The product is [Cl:1][C:2]1[CH:3]=[CH:4][C:5]([C:8]([F:9])([F:10])[F:11])=[CH:6][C:7]=1[C:29]([OH:31])=[O:30]. The reactants are [Cl:1][C:2]1[CH:7]=[CH:6][C:5]([C:8]([F:11])([F:10])[F:9])=[CH:4][CH:3]=1.NCCCCN.C([Li])CCC.CCCCCC.[C:29](=[O:31])=[O:30]. (2) The reactants are [CH3:1][NH:2][C@H:3]([C:11]1[CH:16]=[CH:15][C:14]([C:17]2[CH:22]=[CH:21][CH:20]=[C:19]([O:23][CH3:24])[CH:18]=2)=[CH:13][CH:12]=1)[CH2:4][N:5]1[CH2:10][CH2:9][O:8][CH2:7][CH2:6]1.[Cl:25][C:26]1[C:27]([Cl:41])=[CH:28][C:29]2[O:34][CH2:33][C:32](=[O:35])[N:31]([CH2:36][C:37]([OH:39])=O)[C:30]=2[CH:40]=1.C(N(CC)CC)C.F[P-](F)(F)(F)(F)F.N1(O[P+](N(C)C)(N(C)C)N(C)C)C2C=CC=CC=2N=N1. The catalyst is CN(C=O)C. The product is [Cl:25][C:26]1[C:27]([Cl:41])=[CH:28][C:29]2[O:34][CH2:33][C:32](=[O:35])[N:31]([CH2:36][C:37]([N:2]([CH3:1])[C@H:3]([C:11]3[CH:12]=[CH:13][C:14]([C:17]4[CH:22]=[CH:21][CH:20]=[C:19]([O:23][CH3:24])[CH:18]=4)=[CH:15][CH:16]=3)[CH2:4][N:5]3[CH2:10][CH2:9][O:8][CH2:7][CH2:6]3)=[O:39])[C:30]=2[CH:40]=1. The yield is 0.460. (3) The reactants are Cl.Cl.[CH:3]1([NH:6][C:7]([NH:9][C:10]2[CH:15]=[CH:14][C:13]([O:16][C:17]3[CH:22]=[CH:21][N:20]=[C:19]4[CH:23]=[C:24]([C:26]5[CH2:27][CH2:28][NH:29][CH2:30][CH:31]=5)[S:25][C:18]=34)=[C:12]([F:32])[CH:11]=2)=[O:8])[CH2:5][CH2:4]1.CCN([CH:39]([CH3:41])[CH3:40])C(C)C.CC(C[C:48](Cl)=[O:49])C(Cl)=O.[OH2:51].CN([CH:55]=[O:56])C. No catalyst specified. The yield is 0.630. The product is [CH:3]1([NH:6][C:7](=[O:8])[NH:9][C:10]2[CH:15]=[CH:14][C:13]([O:16][C:17]3[CH:22]=[CH:21][N:20]=[C:19]4[CH:23]=[C:24]([C:26]5[CH2:27][CH2:28][N:29]([C:48](=[O:49])[CH2:41][CH2:39][C:40]([O:56][CH3:55])=[O:51])[CH2:30][CH:31]=5)[S:25][C:18]=34)=[C:12]([F:32])[CH:11]=2)[CH2:5][CH2:4]1. (4) The reactants are [NH2:1][C:2]1[CH:3]=[C:4]([CH:7]=[CH:8][C:9]=1[NH2:10])[C:5]#[N:6].O.[F:12][C:13]([F:18])([F:17])[C:14](O)=O. No catalyst specified. The product is [C:5]([C:4]1[CH:7]=[CH:8][C:9]2[N:10]=[C:14]([C:13]([F:18])([F:17])[F:12])[NH:1][C:2]=2[CH:3]=1)#[N:6]. The yield is 0.620. (5) The reactants are Br[C:2]1[C:3]([O:19][CH3:20])=[C:4]2[C:8](=[C:9]([F:11])[CH:10]=1)[N:7]([CH3:12])[CH:6]=[C:5]2[CH2:13][C:14]([N:16]([CH3:18])[CH3:17])=[O:15].[C:21]1(B(O)O)[CH:26]=[CH:25][CH:24]=[CH:23][CH:22]=1.C([O-])([O-])=O.[Cs+].[Cs+].O. The catalyst is O1CCOCC1.C1C=CC([P]([Pd]([P](C2C=CC=CC=2)(C2C=CC=CC=2)C2C=CC=CC=2)([P](C2C=CC=CC=2)(C2C=CC=CC=2)C2C=CC=CC=2)[P](C2C=CC=CC=2)(C2C=CC=CC=2)C2C=CC=CC=2)(C2C=CC=CC=2)C2C=CC=CC=2)=CC=1. The product is [F:11][C:9]1[CH:10]=[C:2]([C:21]2[CH:26]=[CH:25][CH:24]=[CH:23][CH:22]=2)[C:3]([O:19][CH3:20])=[C:4]2[C:8]=1[N:7]([CH3:12])[CH:6]=[C:5]2[CH2:13][C:14]([N:16]([CH3:18])[CH3:17])=[O:15]. The yield is 0.810. (6) The reactants are [Si]([O:8][C@H:9]1[CH2:13][C:12](=[O:14])[N:11]([C:15]2[CH:22]=[CH:21][C:18]([C:19]#[N:20])=[C:17]([Cl:23])[CH:16]=2)[C@H:10]1[CH2:24][CH3:25])(C(C)(C)C)(C)C.CO.Cl.C(=O)([O-])O.[Na+]. The catalyst is O1CCCC1. The product is [Cl:23][C:17]1[CH:16]=[C:15]([N:11]2[C:12](=[O:14])[CH2:13][C@H:9]([OH:8])[C@@H:10]2[CH2:24][CH3:25])[CH:22]=[CH:21][C:18]=1[C:19]#[N:20]. The yield is 0.240. (7) The reactants are [CH3:1][O:2][C:3](/[CH:5]=[CH:6]/[C:7]([OH:9])=[O:8])=[O:4].Cl.CN(C)CCCN=C=NCC.O[C@@H:23]([CH3:32])[C:24]([N:26]1[CH2:31][CH2:30][O:29][CH2:28][CH2:27]1)=[O:25]. The catalyst is ClCCl.CN(C1C=CN=CC=1)C. The product is [C:7]([O:9][C@@H:23]([CH3:32])[C:24]([N:26]1[CH2:31][CH2:30][O:29][CH2:28][CH2:27]1)=[O:25])(=[O:8])/[CH:6]=[CH:5]/[C:3]([O:2][CH3:1])=[O:4]. The yield is 0.510. (8) The catalyst is C1COCC1. The yield is 0.730. The product is [O:25]1[CH2:26][CH2:27][O:28][C:23]2[CH:22]=[C:21]([CH2:20][C@H:12]3[C:11]([O:14][CH3:15])=[N:10][C@H:9]([CH:16]([CH3:18])[CH3:17])[C:8]([O:7][CH3:6])=[N:13]3)[CH:30]=[CH:29][C:24]1=2. The reactants are [Li]CCCC.[CH3:6][O:7][C:8]1[C@@H:9]([CH:16]([CH3:18])[CH3:17])[N:10]=[C:11]([O:14][CH3:15])[CH2:12][N:13]=1.Br[CH2:20][C:21]1[CH:30]=[CH:29][C:24]2[O:25][CH2:26][CH2:27][O:28][C:23]=2[CH:22]=1.